The task is: Predict the product of the given reaction.. This data is from Forward reaction prediction with 1.9M reactions from USPTO patents (1976-2016). (1) Given the reactants [CH3:1][N:2]1[CH2:7][CH2:6][N:5]([C:8]2[C:9]([CH2:14][O:15][C:16]3[CH:24]=[CH:23][C:19]([C:20](O)=[O:21])=[CH:18][CH:17]=3)=[N:10][CH:11]=[CH:12][CH:13]=2)[CH2:4][CH2:3]1.O=S(Cl)[Cl:27], predict the reaction product. The product is: [CH3:1][N:2]1[CH2:7][CH2:6][N:5]([C:8]2[C:9]([CH2:14][O:15][C:16]3[CH:24]=[CH:23][C:19]([C:20]([Cl:27])=[O:21])=[CH:18][CH:17]=3)=[N:10][CH:11]=[CH:12][CH:13]=2)[CH2:4][CH2:3]1. (2) Given the reactants [CH3:1][N:2]([CH3:29])[C:3]1([C:23]2[CH:28]=[CH:27][CH:26]=[CH:25][CH:24]=2)[CH2:8][CH2:7][C:6](=[CH:9][C:10]([NH:12][CH2:13][C:14]2[C:22]3[C:17](=[CH:18][CH:19]=[CH:20][CH:21]=3)[NH:16][CH:15]=2)=[O:11])[CH2:5][CH2:4]1.[Cl:30][Si](C)(C)C, predict the reaction product. The product is: [ClH:30].[CH3:29][N:2]([CH3:1])[C:3]1([C:23]2[CH:28]=[CH:27][CH:26]=[CH:25][CH:24]=2)[CH2:8][CH2:7][C:6](=[CH:9][C:10]([NH:12][CH2:13][C:14]2[C:22]3[C:17](=[CH:18][CH:19]=[CH:20][CH:21]=3)[NH:16][CH:15]=2)=[O:11])[CH2:5][CH2:4]1.